This data is from Retrosynthesis with 50K atom-mapped reactions and 10 reaction types from USPTO. The task is: Predict the reactants needed to synthesize the given product. Given the product COCCc1nc2cnc3ccccc3c2n1CCOCC#Cc1ccccc1, predict the reactants needed to synthesize it. The reactants are: C#CCOCCn1c(CCOC)nc2cnc3ccccc3c21.Ic1ccccc1.